From a dataset of Peptide-MHC class I binding affinity with 185,985 pairs from IEDB/IMGT. Regression. Given a peptide amino acid sequence and an MHC pseudo amino acid sequence, predict their binding affinity value. This is MHC class I binding data. The peptide sequence is GRDNRRGL. The MHC is Mamu-B08 with pseudo-sequence Mamu-B08. The binding affinity (normalized) is 0.504.